Binary Classification. Given a T-cell receptor sequence (or CDR3 region) and an epitope sequence, predict whether binding occurs between them. From a dataset of TCR-epitope binding with 47,182 pairs between 192 epitopes and 23,139 TCRs. The epitope is SEVGPEHSLAEY. The TCR CDR3 sequence is CASSQDGVGAADTQYF. Result: 1 (the TCR binds to the epitope).